This data is from Full USPTO retrosynthesis dataset with 1.9M reactions from patents (1976-2016). The task is: Predict the reactants needed to synthesize the given product. (1) Given the product [CH3:18][N:19]([CH3:29])[C:20]1[CH:25]=[CH:24][C:23]([NH:26][C:27](=[O:28])[O:17][C:13]2[CH:12]=[C:11]3[C:16](=[CH:15][CH:14]=2)[N:8]([CH2:1][C:2]2[CH:3]=[CH:4][CH:5]=[CH:6][CH:7]=2)[CH2:9][CH2:10]3)=[CH:22][CH:21]=1, predict the reactants needed to synthesize it. The reactants are: [CH2:1]([N:8]1[C:16]2[C:11](=[CH:12][C:13]([OH:17])=[CH:14][CH:15]=2)[CH2:10][CH2:9]1)[C:2]1[CH:7]=[CH:6][CH:5]=[CH:4][CH:3]=1.[CH3:18][N:19]([CH3:29])[C:20]1[CH:25]=[CH:24][C:23]([N:26]=[C:27]=[O:28])=[CH:22][CH:21]=1. (2) Given the product [CH3:25][O:26][C:27](=[O:35])[C:28]1[CH:33]=[CH:32][C:31]([O:19][C:14]2[CH:15]=[CH:16][CH:17]=[C:18]3[C:13]=2[NH:12][CH:11]=[C:10]3[CH2:9][C:8]([NH:7][C:6]([O:5][C:1]([CH3:4])([CH3:2])[CH3:3])=[O:22])([CH3:21])[CH3:20])=[N:30][CH:29]=1, predict the reactants needed to synthesize it. The reactants are: [C:1]([O:5][C:6](=[O:22])[NH:7][C:8]([CH3:21])([CH3:20])[CH2:9][C:10]1[C:18]2[C:13](=[C:14]([OH:19])[CH:15]=[CH:16][CH:17]=2)[NH:12][CH:11]=1)([CH3:4])([CH3:3])[CH3:2].[H-].[Na+].[CH3:25][O:26][C:27](=[O:35])[C:28]1[CH:33]=[CH:32][C:31](Cl)=[N:30][CH:29]=1.O.